Dataset: Full USPTO retrosynthesis dataset with 1.9M reactions from patents (1976-2016). Task: Predict the reactants needed to synthesize the given product. (1) Given the product [CH2:12]([O:11][C:9]([C:7]1[CH:8]=[C:4]([CH2:1][CH2:2][CH3:3])[N:5]([CH2:19][C:18]2[CH:21]=[CH:22][C:15]([Br:14])=[CH:16][CH:17]=2)[N:6]=1)=[O:10])[CH3:13], predict the reactants needed to synthesize it. The reactants are: [CH2:1]([C:4]1[CH:8]=[C:7]([C:9]([O:11][CH2:12][CH3:13])=[O:10])[NH:6][N:5]=1)[CH2:2][CH3:3].[Br:14][C:15]1[CH:22]=[CH:21][C:18]([CH2:19]Br)=[CH:17][CH:16]=1.C(=O)([O-])[O-].[K+].[K+].CN(C=O)C. (2) Given the product [ClH:24].[CH:1]1([CH:6]2[CH2:15][CH2:14][C:13]3[C:8]4=[C:9]([C:16]([C:18]([N:32]5[CH2:33][CH2:34][N:29]([CH2:27][CH3:28])[CH2:30][CH2:31]5)=[O:19])=[CH:17][N:7]24)[CH:10]=[CH:11][CH:12]=3)[CH2:2][CH2:3][CH2:4][CH2:5]1, predict the reactants needed to synthesize it. The reactants are: [CH:1]1([CH:6]2[CH2:15][CH2:14][C:13]3[C:8]4=[C:9]([C:16]([C:18](O)=[O:19])=[CH:17][N:7]24)[CH:10]=[CH:11][CH:12]=3)[CH2:5][CH2:4][CH2:3][CH2:2]1.C(Cl)(=O)C([Cl:24])=O.[CH2:27]([N:29]1[CH2:34][CH2:33][NH:32][CH2:31][CH2:30]1)[CH3:28]. (3) Given the product [F:34][C:31]([F:32])([F:33])[C:30]([C:27]1[CH:28]=[CH:29][C:24]([N:11]2[CH2:12][CH2:13][N:14]([S:16]([C:19]3[S:20][CH:21]=[CH:22][CH:23]=3)(=[O:17])=[O:18])[CH2:15][C@@H:10]2[CH2:9][OH:8])=[CH:25][CH:26]=1)([OH:36])[CH3:35], predict the reactants needed to synthesize it. The reactants are: C([O:8][CH2:9][C@H:10]1[CH2:15][N:14]([S:16]([C:19]2[S:20][CH:21]=[CH:22][CH:23]=2)(=[O:18])=[O:17])[CH2:13][CH2:12][N:11]1[C:24]1[CH:29]=[CH:28][C:27]([C:30]([OH:36])([CH3:35])[C:31]([F:34])([F:33])[F:32])=[CH:26][CH:25]=1)C1C=CC=CC=1.C(Cl)Cl.B(Cl)(Cl)Cl. (4) Given the product [Cl:36][C:34]1[CH:35]=[C:27]2[C:28](=[CH:32][CH:33]=1)[C:29](=[O:30])[N:5]([CH2:6][C:7]1[CH:8]=[CH:9][C:10]([S:13]([NH2:16])(=[O:14])=[O:15])=[CH:11][CH:12]=1)[C:4]([C:3](=[O:2])[CH2:17][CH3:18])=[C:19]2[C:20]1[CH:25]=[CH:24][CH:23]=[CH:22][CH:21]=1, predict the reactants needed to synthesize it. The reactants are: Cl.[OH:2][CH:3]([CH2:17][CH3:18])[CH2:4][NH:5][CH2:6][C:7]1[CH:12]=[CH:11][C:10]([S:13]([NH2:16])(=[O:15])=[O:14])=[CH:9][CH:8]=1.[C:19]([C:27]1[CH:35]=[C:34]([Cl:36])[CH:33]=[CH:32][C:28]=1[C:29](O)=[O:30])(=O)[C:20]1[CH:25]=[CH:24][CH:23]=[CH:22][CH:21]=1.